From a dataset of Reaction yield outcomes from USPTO patents with 853,638 reactions. Predict the reaction yield, written as a fraction of the theoretical maximum amount of product (1.0 means a 100% yield; for example, 0.34 means a 34% yield). (1) The reactants are Br[CH2:2][CH:3]1[CH:5]([C:6]2[CH:11]=[CH:10][CH:9]=[CH:8][CH:7]=2)[CH:4]1[C:12]([O:14]CC)=O.C(=O)([O-])O.[Na+].[CH2:22]([NH2:28])[CH2:23][CH2:24][CH2:25][CH2:26][CH3:27].O. The catalyst is CN(C)C=O. The product is [CH2:22]([N:28]1[CH2:2][CH:3]2[CH:4]([CH:5]2[C:6]2[CH:7]=[CH:8][CH:9]=[CH:10][CH:11]=2)[C:12]1=[O:14])[CH2:23][CH2:24][CH2:25][CH2:26][CH3:27]. The yield is 0.760. (2) The reactants are C([O:3][C:4](=O)[CH2:5][C:6]([C@@H:8]1[CH2:13][CH2:12][N:11]([C:14]([O:16][CH3:17])=[O:15])[C@@H:10]([CH2:18][C:19]2[CH:24]=[C:23]([F:25])[C:22]([F:26])=[C:21]([F:27])[CH:20]=2)[CH2:9]1)=[O:7])C.[OH-].[Na+].[NH2:31]O.Cl. The catalyst is CO.O. The product is [O:3]=[C:4]1[CH:5]=[C:6]([C@@H:8]2[CH2:13][CH2:12][N:11]([C:14]([O:16][CH3:17])=[O:15])[C@@H:10]([CH2:18][C:19]3[CH:24]=[C:23]([F:25])[C:22]([F:26])=[C:21]([F:27])[CH:20]=3)[CH2:9]2)[O:7][NH:31]1. The yield is 0.389. (3) The reactants are [CH3:1][C:2]1[C:7]([C:8]([O:10][CH2:11][CH3:12])=[O:9])=[C:6]([CH3:13])[CH:5]=[CH:4][N:3]=1.[CH:14]1(C(O)=O)[CH2:16][CH2:15]1.S(OOS([O-])(=O)=O)([O-])(=O)=O.[NH4+].[NH4+].[NH4+].[OH-]. The catalyst is OS(O)(=O)=O.O.[N+]([O-])([O-])=O.[Ag+]. The product is [CH2:11]([O:10][C:8](=[O:9])[C:7]1[C:6]([CH3:13])=[CH:5][C:4]([CH:14]2[CH2:16][CH2:15]2)=[N:3][C:2]=1[CH3:1])[CH3:12]. The yield is 0.180. (4) The reactants are [CH3:1][N:2]1[C:7](=[O:8])[C:6]([NH:9][C:10]2[CH:19]=[C:13]3[CH2:14][N:15]([CH3:18])[CH2:16][CH2:17][N:12]3[N:11]=2)=[CH:5][C:4]([C:20]2[CH:27]=[N:26][CH:25]=[C:24]([N:28]3[CH2:40][CH2:39][N:31]4[C:32]5[CH2:33][CH2:34][CH2:35][CH2:36][C:37]=5[CH:38]=[C:30]4[C:29]3=[O:41])[C:21]=2[CH:22]=[O:23])=[CH:3]1.[BH4-].[Na+]. The catalyst is CO. The product is [OH:23][CH2:22][C:21]1[C:20]([C:4]2[CH:5]=[C:6]([NH:9][C:10]3[CH:19]=[C:13]4[CH2:14][N:15]([CH3:18])[CH2:16][CH2:17][N:12]4[N:11]=3)[C:7](=[O:8])[N:2]([CH3:1])[CH:3]=2)=[CH:27][N:26]=[CH:25][C:24]=1[N:28]1[CH2:40][CH2:39][N:31]2[C:32]3[CH2:33][CH2:34][CH2:35][CH2:36][C:37]=3[CH:38]=[C:30]2[C:29]1=[O:41]. The yield is 0.850. (5) The reactants are [NH2:1][C:2]1[C:6]([CH3:7])=[CH:5][S:4][C:3]=1[C:8]([O:10][CH3:11])=[O:9].N1C=CC=CC=1.[F:18][C:19]([F:30])([F:29])[C:20](O[C:20](=[O:21])[C:19]([F:30])([F:29])[F:18])=[O:21]. The catalyst is CC#N. The product is [CH3:7][C:6]1[C:2]([NH:1][C:20](=[O:21])[C:19]([F:30])([F:29])[F:18])=[C:3]([C:8]([O:10][CH3:11])=[O:9])[S:4][CH:5]=1. The yield is 0.960. (6) The reactants are [OH:1][CH2:2][CH2:3][C:4]1([OH:9])[CH2:8][CH2:7][CH2:6][CH2:5]1.[CH3:10][S:11](Cl)(=[O:13])=[O:12]. The catalyst is ClCCl. The product is [CH3:10][S:11]([O:1][CH2:2][CH2:3][C:4]1([OH:9])[CH2:8][CH2:7][CH2:6][CH2:5]1)(=[O:13])=[O:12]. The yield is 0.311. (7) The reactants are [CH3:1][N:2]([CH3:40])[CH2:3][CH:4]([O:7][CH:8]([O:12][C@H:13]1[CH2:37][CH2:36][C@@:35]2([CH3:38])[C:15](=[CH:16][CH2:17][C@@H:18]3[C@@H:34]2[CH2:33][CH2:32][C@@:31]2([CH3:39])[C@H:19]3[CH2:20][CH2:21][C@@H:22]2[C@H:23]([CH3:30])[CH2:24][CH2:25][CH2:26][CH:27]([CH3:29])[CH3:28])[CH2:14]1)[CH2:9][CH2:10][CH3:11])[CH2:5][OH:6].[H-].[Na+].S(O[CH2:48][CH2:49][CH2:50][CH2:51][CH2:52][CH2:53][CH2:54][CH2:55]/[CH:56]=[CH:57]\[CH2:58]/[CH:59]=[CH:60]\[CH2:61][CH2:62][CH2:63][CH2:64][CH3:65])(=O)(=O)C. The catalyst is C1(C)C=CC=CC=1. The product is [CH3:40][N:2]([CH3:1])[CH2:3][CH:4]([O:7][CH:8]([O:12][C@H:13]1[CH2:37][CH2:36][C@@:35]2([CH3:38])[C:15](=[CH:16][CH2:17][C@@H:18]3[C@@H:34]2[CH2:33][CH2:32][C@@:31]2([CH3:39])[C@H:19]3[CH2:20][CH2:21][C@@H:22]2[C@H:23]([CH3:30])[CH2:24][CH2:25][CH2:26][CH:27]([CH3:28])[CH3:29])[CH2:14]1)[CH2:9][CH2:10][CH3:11])[CH2:5][O:6][CH2:48][CH2:49][CH2:50][CH2:51][CH2:52][CH2:53][CH2:54][CH2:55]/[CH:56]=[CH:57]\[CH2:58]/[CH:59]=[CH:60]\[CH2:61][CH2:62][CH2:63][CH2:64][CH3:65]. The yield is 0.810.